Dataset: NCI-60 drug combinations with 297,098 pairs across 59 cell lines. Task: Regression. Given two drug SMILES strings and cell line genomic features, predict the synergy score measuring deviation from expected non-interaction effect. (1) Drug 1: C1=C(C(=O)NC(=O)N1)N(CCCl)CCCl. Drug 2: CCC1(CC2CC(C3=C(CCN(C2)C1)C4=CC=CC=C4N3)(C5=C(C=C6C(=C5)C78CCN9C7C(C=CC9)(C(C(C8N6C)(C(=O)OC)O)OC(=O)C)CC)OC)C(=O)OC)O.OS(=O)(=O)O. Cell line: BT-549. Synergy scores: CSS=44.8, Synergy_ZIP=-9.87, Synergy_Bliss=-4.74, Synergy_Loewe=-10.9, Synergy_HSA=-1.88. (2) Drug 1: C(=O)(N)NO. Drug 2: CC(C)CN1C=NC2=C1C3=CC=CC=C3N=C2N. Cell line: ACHN. Synergy scores: CSS=2.96, Synergy_ZIP=-1.55, Synergy_Bliss=-1.59, Synergy_Loewe=2.74, Synergy_HSA=-1.03.